This data is from Forward reaction prediction with 1.9M reactions from USPTO patents (1976-2016). The task is: Predict the product of the given reaction. The product is: [F:1][C:2]1[CH:3]=[CH:4][C:5]([CH2:6][CH2:7][CH:8]2[CH2:13][CH:12]([C:14]([OH:16])=[O:15])[CH2:11][CH2:10][N:9]2[C:18]([O:20][CH3:21])=[O:19])=[CH:22][CH:23]=1. Given the reactants [F:1][C:2]1[CH:23]=[CH:22][C:5]([CH2:6][CH2:7][CH:8]2[CH2:13][CH:12]([C:14]([O:16]C)=[O:15])[CH2:11][CH2:10][N:9]2[C:18]([O:20][CH3:21])=[O:19])=[CH:4][CH:3]=1.[Br-].[Li+].C(N(CC)CC)C, predict the reaction product.